Task: Predict the reaction yield, written as a fraction of the theoretical maximum amount of product (1.0 means a 100% yield; for example, 0.34 means a 34% yield).. Dataset: Reaction yield outcomes from USPTO patents with 853,638 reactions (1) The reactants are [Cl:1][C:2]1[CH:3]=[C:4]([CH:19]=[CH:20][CH:21]=1)[CH2:5][O:6][C:7]1[CH:18]=[CH:17][C:10]2[CH2:11][C:12](=[O:16])[NH:13][CH2:14][CH2:15][C:9]=2[CH:8]=1.[C:22]([O-])(=[O:24])[CH3:23].[Na+].O.ClCCl. The catalyst is C(OC(=O)C)(=O)C. The product is [C:22]([N:13]1[CH2:14][CH2:15][C:9]2[CH:8]=[C:7]([O:6][CH2:5][C:4]3[CH:19]=[CH:20][CH:21]=[C:2]([Cl:1])[CH:3]=3)[CH:18]=[CH:17][C:10]=2[CH2:11][C:12]1=[O:16])(=[O:24])[CH3:23]. The yield is 0.790. (2) The reactants are C([CH:4]([C:9]1[CH:14]=[CH:13][C:12]([Cl:15])=[C:11]([Cl:16])[CH:10]=1)[C:5]([O:7][CH3:8])=[O:6])(=S)C.[S:17](=O)(=O)(O)O.[CH:22]([C:24]([CH3:26])=[O:25])=[CH2:23].C(N(CC)CC)C. The catalyst is C(OCC)(=O)C.CO. The product is [Cl:16][C:11]1[CH:10]=[C:9]([CH:4]([S:17][CH2:23][CH2:22][C:24](=[O:25])[CH3:26])[C:5]([O:7][CH3:8])=[O:6])[CH:14]=[CH:13][C:12]=1[Cl:15]. The yield is 0.760. (3) The reactants are [C:1]([CH2:3]P(=O)(OCC)OCC)#[N:2].C([O-])([O-])=O.[K+].[K+].[CH3:18][O:19][C:20]1[CH:21]=[C:22]([S:28]([N:31]2[CH:35]=[CH:34][C:33]([CH:36]=O)=[CH:32]2)(=[O:30])=[O:29])[CH:23]=[CH:24][C:25]=1[O:26][CH3:27]. The catalyst is C1COCC1. The product is [CH3:18][O:19][C:20]1[CH:21]=[C:22]([S:28]([N:31]2[CH:35]=[CH:34][C:33]([CH:36]=[CH:3][C:1]#[N:2])=[CH:32]2)(=[O:29])=[O:30])[CH:23]=[CH:24][C:25]=1[O:26][CH3:27]. The yield is 0.616.